From a dataset of Full USPTO retrosynthesis dataset with 1.9M reactions from patents (1976-2016). Predict the reactants needed to synthesize the given product. (1) Given the product [CH3:1][C:2]1[CH:8]=[CH:7][CH:6]=[C:5]([CH3:9])[C:3]=1[NH:4][C:12](=[O:13])[CH2:11][Cl:10], predict the reactants needed to synthesize it. The reactants are: [CH3:1][C:2]1[CH:8]=[CH:7][CH:6]=[C:5]([CH3:9])[C:3]=1[NH2:4].[Cl:10][CH2:11][C:12](O[C:12](=[O:13])[CH2:11][Cl:10])=[O:13].C(N(CC)CC)C. (2) Given the product [CH2:1]([C:4]1[CH:5]=[C:6]([CH2:12][O:13][CH3:17])[CH:7]=[CH:8][C:9]=1[O:10][CH3:11])[CH:2]=[CH2:3], predict the reactants needed to synthesize it. The reactants are: [CH2:1]([C:4]1[CH:5]=[C:6]([CH2:12][OH:13])[CH:7]=[CH:8][C:9]=1[O:10][CH3:11])[CH:2]=[CH2:3].[H-].[Na+].I[CH3:17]. (3) Given the product [NH2:14][C:13]1[C:8]([N:4]2[CH2:5][CH2:6][CH2:7][C:2]([NH:20][C:21](=[O:27])[O:22][C:23]([CH3:26])([CH3:25])[CH3:24])([CH3:1])[CH2:3]2)=[C:9]2[CH2:19][CH2:18][CH2:17][C:10]2=[N:11][CH:12]=1, predict the reactants needed to synthesize it. The reactants are: [CH3:1][C:2]1([NH:20][C:21](=[O:27])[O:22][C:23]([CH3:26])([CH3:25])[CH3:24])[CH2:7][CH2:6][CH2:5][N:4]([C:8]2[C:13]([N+:14]([O-])=O)=[CH:12][N:11]=[C:10]3[CH2:17][CH2:18][CH2:19][C:9]=23)[CH2:3]1.CC(O)=O.